From a dataset of Forward reaction prediction with 1.9M reactions from USPTO patents (1976-2016). Predict the product of the given reaction. Given the reactants [N:1]1[CH:6]=[C:5]([CH2:7][C:8]2[C:9](=[O:15])[NH:10][C:11](=[S:14])[NH:12][CH:13]=2)[CH:4]=[N:3][CH:2]=1.[CH3:16]CN(C(C)C)C(C)C.[Cl:25][C:26]1[CH:31]=[CH:30][C:29]([O:32][C:33]2[CH:38]=[CH:37][C:36]([CH2:39]Cl)=[CH:35][CH:34]=2)=[CH:28][C:27]=1[C:41]([F:44])([F:43])[F:42].CI, predict the reaction product. The product is: [Cl:25][C:26]1[CH:31]=[CH:30][C:29]([O:32][C:33]2[CH:38]=[CH:37][C:36]([CH2:39][S:14][C:11]3[N:12]([CH3:16])[CH:13]=[C:8]([CH2:7][C:5]4[CH:6]=[N:1][CH:2]=[N:3][CH:4]=4)[C:9](=[O:15])[N:10]=3)=[CH:35][CH:34]=2)=[CH:28][C:27]=1[C:41]([F:44])([F:43])[F:42].